This data is from Forward reaction prediction with 1.9M reactions from USPTO patents (1976-2016). The task is: Predict the product of the given reaction. (1) Given the reactants [Br:1]N1C(=O)CCC1=O.O.[C:10]1([N:16]([C:23]2[CH:28]=[CH:27][CH:26]=[CH:25][CH:24]=2)[C:17]2[CH:22]=[CH:21][CH:20]=[CH:19][CH:18]=2)[CH:15]=[CH:14][CH:13]=[CH:12][CH:11]=1, predict the reaction product. The product is: [C:23]1([N:16]([C:10]2[CH:11]=[CH:12][CH:13]=[CH:14][CH:15]=2)[C:17]2[CH:22]=[CH:21][C:20]([Br:1])=[CH:19][CH:18]=2)[CH:24]=[CH:25][CH:26]=[CH:27][CH:28]=1. (2) Given the reactants Cl[C:2]1[C:11]2=[N:12][N:13](CC3C=CC(OC)=CC=3)[CH:14]=[C:10]2[C:9]2[CH:8]=[C:7]([O:24][CH3:25])[CH:6]=[CH:5][C:4]=2[N:3]=1.[O:26]([C:33]1[CH:34]=[C:35]([CH:37]=[CH:38][CH:39]=1)[NH2:36])[C:27]1[CH:32]=[CH:31][CH:30]=[CH:29][CH:28]=1.Cl, predict the reaction product. The product is: [CH3:25][O:24][C:7]1[CH:6]=[CH:5][C:4]2[N:3]=[C:2]([NH:36][C:35]3[CH:37]=[CH:38][CH:39]=[C:33]([O:26][C:27]4[CH:28]=[CH:29][CH:30]=[CH:31][CH:32]=4)[CH:34]=3)[C:11]3=[N:12][NH:13][CH:14]=[C:10]3[C:9]=2[CH:8]=1.